Dataset: Full USPTO retrosynthesis dataset with 1.9M reactions from patents (1976-2016). Task: Predict the reactants needed to synthesize the given product. (1) Given the product [C:1]([O:5][C:6]([N:8]1[C:13]([CH3:14])=[CH:12][CH2:11][CH2:10][CH:9]1[CH2:16][CH2:17][CH2:18][CH2:19][CH3:20])=[O:7])([CH3:4])([CH3:3])[CH3:2], predict the reactants needed to synthesize it. The reactants are: [C:1]([O:5][C:6]([N:8]1[C:13]([CH3:14])=[CH:12][C:11](Cl)=[CH:10][CH:9]1[CH2:16][CH2:17][CH2:18][CH2:19][CH3:20])=[O:7])([CH3:4])([CH3:3])[CH3:2].C(=O)([O-])[O-].[Li+].[Li+].[H][H]. (2) Given the product [CH3:17][C:18]1[CH:19]=[C:20]([CH:24]=[CH:25][N:26]=1)[C:21]([NH:15][C:13]1[CH:12]=[CH:11][N:10]2[CH:16]=[C:7]([C:1]3[CH:2]=[CH:3][CH:4]=[CH:5][CH:6]=3)[N:8]=[C:9]2[N:14]=1)=[O:22], predict the reactants needed to synthesize it. The reactants are: [C:1]1([C:7]2[N:8]=[C:9]3[N:14]=[C:13]([NH2:15])[CH:12]=[CH:11][N:10]3[CH:16]=2)[CH:6]=[CH:5][CH:4]=[CH:3][CH:2]=1.[CH3:17][C:18]1[CH:19]=[C:20]([CH:24]=[CH:25][N:26]=1)[C:21](O)=[O:22].CCCP(=O)=O.C(N(C(C)C)C(C)C)C. (3) The reactants are: Br[C:2]1[CH:3]=[C:4]2[C:9](=[CH:10][CH:11]=1)[N:8]=[C:7]([NH:12][C:13]([CH3:24])([CH3:23])[CH2:14][NH:15][C:16](=[O:22])[O:17][C:18]([CH3:21])([CH3:20])[CH3:19])[N:6]=[CH:5]2.B1(B2OC(C)(C)C(C)(C)O2)OC(C)(C)C(C)(C)O1.C([O-])(=O)C.[K+].Cl[C:49]1[C:54]([CH3:55])=[CH:53][N:52]=[C:51]([C:56]([NH:58][CH:59]2[CH2:61][CH2:60]2)=[O:57])[CH:50]=1.C(=O)([O-])[O-].[K+].[K+]. Given the product [CH:59]1([NH:58][C:56]([C:51]2[CH:50]=[C:49]([C:2]3[CH:3]=[C:4]4[C:9](=[CH:10][CH:11]=3)[N:8]=[C:7]([NH:12][C:13]([CH3:24])([CH3:23])[CH2:14][NH:15][C:16](=[O:22])[O:17][C:18]([CH3:19])([CH3:20])[CH3:21])[N:6]=[CH:5]4)[C:54]([CH3:55])=[CH:53][N:52]=2)=[O:57])[CH2:60][CH2:61]1, predict the reactants needed to synthesize it. (4) Given the product [N+:29]([C:32]1[CH:33]=[CH:34][C:35]([C:36]([NH:1][C:2]2[CH:16]=[CH:15][CH:14]=[CH:13][C:3]=2[C:4]([NH:6][CH2:7][CH2:8][CH2:9][C:10]([OH:12])=[O:11])=[O:5])=[O:37])=[CH:39][CH:40]=1)([O-:31])=[O:30], predict the reactants needed to synthesize it. The reactants are: [NH2:1][C:2]1[CH:16]=[CH:15][CH:14]=[CH:13][C:3]=1[C:4]([NH:6][CH2:7][CH2:8][CH2:9][C:10]([OH:12])=[O:11])=[O:5].C[Si](Cl)(C)C.C(N(CC)CC)C.[N+:29]([C:32]1[CH:40]=[CH:39][C:35]([C:36](Cl)=[O:37])=[CH:34][CH:33]=1)([O-:31])=[O:30].[OH-].[Na+].Cl. (5) The reactants are: [Cl:1][C:2]1[CH:3]=[C:4]([CH:9]=[C:10]([C:12]([F:15])([F:14])[F:13])[CH:11]=1)[C:5](OC)=[O:6].[H-]. Given the product [Cl:1][C:2]1[CH:3]=[C:4]([CH2:5][OH:6])[CH:9]=[C:10]([C:12]([F:14])([F:15])[F:13])[CH:11]=1, predict the reactants needed to synthesize it. (6) The reactants are: [OH:1][CH2:2][CH2:3][N:4]([CH2:17][C:18]([F:21])([F:20])[F:19])[C:5]1[CH:12]=[CH:11][C:8]([C:9]#[N:10])=[C:7]([C:13]([F:16])([F:15])[F:14])[CH:6]=1.[CH3:22][C:23]([C:25]1[CH:26]=[CH:27][C:28](O)=[CH:29][CH:30]=1)=[O:24]. Given the product [C:23]([C:25]1[CH:26]=[CH:27][C:28]([O:1][CH2:2][CH2:3][N:4]([CH2:17][C:18]([F:19])([F:20])[F:21])[C:5]2[CH:12]=[CH:11][C:8]([C:9]#[N:10])=[C:7]([C:13]([F:15])([F:16])[F:14])[CH:6]=2)=[CH:29][CH:30]=1)(=[O:24])[CH3:22], predict the reactants needed to synthesize it.